This data is from Reaction yield outcomes from USPTO patents with 853,638 reactions. The task is: Predict the reaction yield, written as a fraction of the theoretical maximum amount of product (1.0 means a 100% yield; for example, 0.34 means a 34% yield). (1) The reactants are COC1C=C2C(=CC=1OC)N=CN=C2OC1C=C(C=CC=1)N.C1(C2C=C(NC(=O)OC3C=CC=CC=3)ON=2)CC1.[CH3:41][O:42][C:43]1[CH:44]=[C:45]2[C:50](=[CH:51][C:52]=1[O:53][CH3:54])[N:49]=[CH:48][N:47]=[C:46]2[O:55][C:56]1[CH:57]=[C:58]([NH:62][C:63]([NH:65][C:66]2[O:70][N:69]=[C:68]([CH:71]([CH3:73])[CH3:72])[CH:67]=2)=[O:64])[CH:59]=[CH:60][CH:61]=1. No catalyst specified. The product is [CH:71]1([C:68]2[CH:67]=[C:66]([NH:65][C:63]([NH:62][C:58]3[CH:59]=[CH:60][CH:61]=[C:56]([O:55][C:46]4[C:45]5[C:50](=[CH:51][C:52]([O:53][CH3:54])=[C:43]([O:42][CH3:41])[CH:44]=5)[N:49]=[CH:48][N:47]=4)[CH:57]=3)=[O:64])[O:70][N:69]=2)[CH2:73][CH2:72]1. The yield is 0.490. (2) The reactants are Br[C:2]12[CH2:11][CH:6]3[CH2:7][CH:8]([CH2:10][C:4]([C:12]([OH:14])=[O:13])([CH2:5]3)[CH2:3]1)[CH2:9]2.[Al+3].[Cl-:16].[Cl-].[Cl-]. The catalyst is ClC1C=CC=CC=1. The product is [Cl:16][C:2]1[CH:11]=[CH:6][C:5]([C:2]23[CH2:11][CH:6]4[CH2:7][CH:8]([CH2:10][C:4]([C:12]([OH:14])=[O:13])([CH2:5]4)[CH2:3]2)[CH2:9]3)=[CH:4][CH:3]=1. The yield is 0.793. (3) The reactants are FC(F)(F)C(O)=O.C([O:15][C:16]1[CH:34]=[CH:33][C:19]([CH2:20][C:21]2[CH:25]=[C:24]([C:26]3[CH:27]=[CH:28][C:29]([NH2:32])=[N:30][CH:31]=3)[O:23][N:22]=2)=[CH:18][CH:17]=1)C1C=CC=CC=1.C1(SC)C=CC=CC=1.C(=O)([O-])O.[Na+]. The catalyst is O. The product is [NH2:32][C:29]1[N:30]=[CH:31][C:26]([C:24]2[O:23][N:22]=[C:21]([CH2:20][C:19]3[CH:33]=[CH:34][C:16]([OH:15])=[CH:17][CH:18]=3)[CH:25]=2)=[CH:27][CH:28]=1. The yield is 0.740.